Dataset: Full USPTO retrosynthesis dataset with 1.9M reactions from patents (1976-2016). Task: Predict the reactants needed to synthesize the given product. Given the product [Cl:8][C:7]1[C:6]([N:21]2[CH2:20][CH2:19][CH:18]([C:12]3[CH:13]=[CH:14][C:15]([F:17])=[CH:16][C:11]=3[F:10])[CH2:23][CH2:22]2)=[CH:5][N:4]=[N:3][C:2]=1[NH:30][NH2:31], predict the reactants needed to synthesize it. The reactants are: Cl[C:2]1[N:3]=[N:4][CH:5]=[C:6](Cl)[C:7]=1[Cl:8].[F:10][C:11]1[CH:16]=[C:15]([F:17])[CH:14]=[CH:13][C:12]=1[CH:18]1[CH2:23][CH2:22][NH:21][CH2:20][CH2:19]1.C(=O)([O-])[O-].[K+].[K+].[NH2:30][NH2:31].